Dataset: Full USPTO retrosynthesis dataset with 1.9M reactions from patents (1976-2016). Task: Predict the reactants needed to synthesize the given product. (1) Given the product [Br:20][C:21]1[CH:22]=[C:23]([CH:24]=[CH:25][CH:26]=1)[CH2:27][C:6]1([C:12]2[CH:17]=[CH:16][CH:15]=[C:14]([O:18][CH3:19])[CH:13]=2)[C:5]2[C:9](=[CH:10][C:2]([Cl:1])=[CH:3][CH:4]=2)[NH:8][C:7]1=[O:11], predict the reactants needed to synthesize it. The reactants are: [Cl:1][C:2]1[CH:10]=[C:9]2[C:5]([CH:6]([C:12]3[CH:17]=[CH:16][CH:15]=[C:14]([O:18][CH3:19])[CH:13]=3)[C:7](=[O:11])[NH:8]2)=[CH:4][CH:3]=1.[Br:20][C:21]1[CH:26]=[CH:25][CH:24]=[C:23]([CH2:27]Br)[CH:22]=1.[I-].[K+].C(=O)([O-])[O-].[K+].[K+]. (2) Given the product [F:1][C:2]1[CH:7]=[CH:6][C:5]([CH:8]([N:9]([O:21][CH3:22])[C:10](=[O:20])[CH:11]=[C:12]([OH:13])[C:16]([NH:34][S:31]([CH3:30])(=[O:33])=[O:32])=[O:15])[C:23]2[CH:28]=[CH:27][C:26]([F:29])=[CH:25][CH:24]=2)=[CH:4][CH:3]=1, predict the reactants needed to synthesize it. The reactants are: [F:1][C:2]1[CH:7]=[CH:6][C:5]([CH:8]([C:23]2[CH:28]=[CH:27][C:26]([F:29])=[CH:25][CH:24]=2)[N:9]([O:21][CH3:22])[C:10](=[O:20])[CH:11]=[C:12]2[C:16](=O)[O:15]C(C)(C)[O:13]2)=[CH:4][CH:3]=1.[CH3:30][S:31]([NH2:34])(=[O:33])=[O:32].N12CCCN=C1CCCCC2.